From a dataset of Catalyst prediction with 721,799 reactions and 888 catalyst types from USPTO. Predict which catalyst facilitates the given reaction. Reactant: Cl[C:2]1[N:3]=[C:4]([N:11]2[CH2:16][CH2:15][CH:14]([C:17]([NH2:19])=[O:18])[CH2:13][CH2:12]2)[C:5]2[CH:10]=[CH:9][NH:8][C:6]=2[N:7]=1.[NH2:20][C:21]1[CH:26]=[CH:25][C:24]([N:27]2[CH2:32][CH2:31][N:30]([C:33](=[O:35])[CH3:34])[CH2:29][CH2:28]2)=[CH:23][CH:22]=1.C[Si](Cl)(C)C. Product: [N:27]1([C:24]2[CH:23]=[CH:22][C:21]([NH:20][C:2]3[N:3]=[C:4]([N:11]4[CH2:16][CH2:15][CH:14]([C:17]([NH2:19])=[O:18])[CH2:13][CH2:12]4)[C:5]4[CH:10]=[CH:9][NH:8][C:6]=4[N:7]=3)=[CH:26][CH:25]=2)[CH2:28][CH2:29][NH:30][CH2:31][CH2:32]1.[C:33]([N:30]1[CH2:29][CH2:28][N:27]([C:24]2[CH:25]=[CH:26][C:21]([NH:20][C:2]3[N:3]=[C:4]([N:11]4[CH2:16][CH2:15][CH:14]([C:17]([NH2:19])=[O:18])[CH2:13][CH2:12]4)[C:5]4[CH:10]=[CH:9][NH:8][C:6]=4[N:7]=3)=[CH:22][CH:23]=2)[CH2:32][CH2:31]1)(=[O:35])[CH3:34]. The catalyst class is: 114.